From a dataset of Full USPTO retrosynthesis dataset with 1.9M reactions from patents (1976-2016). Predict the reactants needed to synthesize the given product. (1) Given the product [C:10]1(=[O:11])[C@H:2]2[CH2:3][C:4]3[CH:5]=[CH:6][CH:7]=[CH:8][C:9]=3[N:1]2[C:14](=[O:16])[CH2:13][NH:12]1, predict the reactants needed to synthesize it. The reactants are: [NH:1]1[C:9]2[C:4](=[CH:5][CH:6]=[CH:7][CH:8]=2)[CH2:3][C@@H:2]1[C:10]([NH:12][CH2:13][C:14]([O:16]C)=O)=[O:11].C[O-].[Na+]. (2) The reactants are: [CH2:1]([O:3][C:4]1[CH:21]=[CH:20][CH:19]=[CH:18][C:5]=1[C:6]([NH:8][N:9]1[CH:13]=[C:12]([CH3:14])[N:11]=[C:10]1[CH2:15][CH2:16][CH3:17])=[O:7])[CH3:2].[Br:22]Br.O.C(O)C. Given the product [Br:22][C:13]1[N:9]([NH:8][C:6](=[O:7])[C:5]2[CH:18]=[CH:19][CH:20]=[CH:21][C:4]=2[O:3][CH2:1][CH3:2])[C:10]([CH2:15][CH2:16][CH3:17])=[N:11][C:12]=1[CH3:14], predict the reactants needed to synthesize it. (3) Given the product [CH2:9]([C:11]1[S:44][C:14]2[N:15]([CH2:29][C:30]3[CH:31]=[CH:32][C:33]([C:36]4[CH:41]=[CH:40][CH:39]=[CH:38][C:37]=4[C:42]4[NH:45][C:4](=[O:7])[O:5][N:43]=4)=[CH:34][CH:35]=3)[C:16](=[O:28])[C:17]([CH2:20][CH2:21][C:22]3[CH:27]=[CH:26][CH:25]=[CH:24][CH:23]=3)=[C:18]([CH3:19])[C:13]=2[CH:12]=1)[CH3:10], predict the reactants needed to synthesize it. The reactants are: [Cl-].O[NH3+].[C:4](=[O:7])([O-])[OH:5].[Na+].[CH2:9]([C:11]1[S:44][C:14]2[N:15]([CH2:29][C:30]3[CH:35]=[CH:34][C:33]([C:36]4[C:37]([C:42]#[N:43])=[CH:38][CH:39]=[CH:40][CH:41]=4)=[CH:32][CH:31]=3)[C:16](=[O:28])[C:17]([CH2:20][CH2:21][C:22]3[CH:27]=[CH:26][CH:25]=[CH:24][CH:23]=3)=[C:18]([CH3:19])[C:13]=2[CH:12]=1)[CH3:10].[N:45]12CCCN=C1CCCCC2. (4) Given the product [Cl:26][C:27]1[C:35]2[C:30](=[CH:31][C:32]([S:36]([NH:2][C@H:3]3[CH2:7][CH2:6][N:5]([C:8]4[CH:9]=[C:10]5[C:14](=[CH:15][CH:16]=4)[CH:13]([N:17]([CH3:24])[C:18](=[O:23])[C:19]([F:21])([F:22])[F:20])[CH2:12][CH2:11]5)[C:4]3=[O:25])(=[O:38])=[O:37])=[CH:33][CH:34]=2)[N:29]([Si:40]([CH:44]([CH3:46])[CH3:45])([CH:47]([CH3:49])[CH3:48])[CH:41]([CH3:42])[CH3:43])[CH:28]=1, predict the reactants needed to synthesize it. The reactants are: Cl.[NH2:2][C@H:3]1[CH2:7][CH2:6][N:5]([C:8]2[CH:9]=[C:10]3[C:14](=[CH:15][CH:16]=2)[CH:13]([N:17]([CH3:24])[C:18](=[O:23])[C:19]([F:22])([F:21])[F:20])[CH2:12][CH2:11]3)[C:4]1=[O:25].[Cl:26][C:27]1[C:35]2[C:30](=[CH:31][C:32]([S:36](Cl)(=[O:38])=[O:37])=[CH:33][CH:34]=2)[N:29]([Si:40]([CH:47]([CH3:49])[CH3:48])([CH:44]([CH3:46])[CH3:45])[CH:41]([CH3:43])[CH3:42])[CH:28]=1. (5) Given the product [CH2:1]([O:8][C:9]([N:11]1[C@H:15]([C:16](=[O:29])[NH:17][C:18]2[CH:23]=[CH:22][CH:21]=[C:20]([O:24][C:25]([F:26])([F:27])[F:28])[CH:19]=2)[CH2:14][CH2:13][C@@H:12]1[CH2:30][NH:31][C:39](=[O:41])[CH3:40])=[O:10])[C:2]1[CH:7]=[CH:6][CH:5]=[CH:4][CH:3]=1, predict the reactants needed to synthesize it. The reactants are: [CH2:1]([O:8][C:9]([N:11]1[C@H:15]([C:16](=[O:29])[NH:17][C:18]2[CH:23]=[CH:22][CH:21]=[C:20]([O:24][C:25]([F:28])([F:27])[F:26])[CH:19]=2)[CH2:14][CH2:13][C@@H:12]1[CH2:30][NH2:31])=[O:10])[C:2]1[CH:7]=[CH:6][CH:5]=[CH:4][CH:3]=1.CCN(CC)CC.[C:39](Cl)(=[O:41])[CH3:40].Cl. (6) Given the product [Br:9][C:10]1[CH:14]=[C:13]([C:15]([NH:17][C:18]2[CH:23]([CH3:24])[CH2:22][CH2:21][CH2:20][C:19]=2[C:25]([NH:4][CH:1]([CH3:3])[CH3:2])=[O:26])=[O:16])[N:12]([C:30]2[C:35]([Cl:36])=[CH:34][CH:33]=[CH:32][N:31]=2)[N:11]=1, predict the reactants needed to synthesize it. The reactants are: [CH:1]([NH2:4])([CH3:3])[CH3:2].C[Al](C)C.[Br:9][C:10]1[CH:14]=[C:13]([C:15]([NH:17][C:18]2[CH:19]([C:25](OCC)=[O:26])[CH2:20][CH2:21][CH2:22][C:23]=2[CH3:24])=[O:16])[N:12]([C:30]2[C:35]([Cl:36])=[CH:34][CH:33]=[CH:32][N:31]=2)[N:11]=1. (7) Given the product [N+:18]([C:17]1[CH:16]=[CH:15][S:14][C:13]=1[N:7]1[CH:11]=[CH:10][CH:9]=[N:8]1)([O-:20])=[O:19], predict the reactants needed to synthesize it. The reactants are: CC(C)([O-])C.[K+].[NH:7]1[CH:11]=[CH:10][CH:9]=[N:8]1.Cl[C:13]1[S:14][CH:15]=[CH:16][C:17]=1[N+:18]([O-:20])=[O:19]. (8) Given the product [CH3:1][C:2]1[C:6]([CH2:7][O:8][C:9]2[CH:10]=[CH:11][C:12]([S:15]([N:18]([CH2:28][CH:27]([CH3:30])[CH3:29])[C:19]3[CH:24]=[CH:23][C:22]([CH3:25])=[CH:21][N:20]=3)(=[O:17])=[O:16])=[CH:13][CH:14]=2)=[C:5]([CH3:26])[O:4][N:3]=1, predict the reactants needed to synthesize it. The reactants are: [CH3:1][C:2]1[C:6]([CH2:7][O:8][C:9]2[CH:14]=[CH:13][C:12]([S:15]([NH:18][C:19]3[CH:24]=[CH:23][C:22]([CH3:25])=[CH:21][N:20]=3)(=[O:17])=[O:16])=[CH:11][CH:10]=2)=[C:5]([CH3:26])[O:4][N:3]=1.[C:27](N=C(N(C)C)N(C)C)([CH3:30])([CH3:29])[CH3:28].BrCC(C)C. (9) The reactants are: [NH2:1][C:2]1[CH:7]=[CH:6][C:5]([C:8]2[CH:13]=[CH:12][C:11]([C:14]([F:17])([F:16])[F:15])=[CH:10][CH:9]=2)=[CH:4][C:3]=1[C:18]#N.Cl.[NH2:21][OH:22].C(N(CC)CC)C.[OH2:30]. Given the product [NH2:1][C:2]1[CH:7]=[CH:6][C:5]([C:8]2[CH:9]=[CH:10][C:11]([C:14]([F:15])([F:16])[F:17])=[CH:12][CH:13]=2)=[CH:4][C:3]=1[C:18]([NH:21][OH:22])=[O:30], predict the reactants needed to synthesize it.